Dataset: Forward reaction prediction with 1.9M reactions from USPTO patents (1976-2016). Task: Predict the product of the given reaction. Given the reactants Cl.[NH2:2][OH:3].C(=O)([O-])[O-].[K+].[K+].[C:10]([CH:12]1[CH2:17][CH2:16][N:15]([C:18]([O:20][C:21]([CH3:24])([CH3:23])[CH3:22])=[O:19])[CH2:14][CH2:13]1)#[N:11], predict the reaction product. The product is: [OH:3][NH:2][C:10]([CH:12]1[CH2:17][CH2:16][N:15]([C:18]([O:20][C:21]([CH3:24])([CH3:23])[CH3:22])=[O:19])[CH2:14][CH2:13]1)=[NH:11].